From a dataset of Reaction yield outcomes from USPTO patents with 853,638 reactions. Predict the reaction yield, written as a fraction of the theoretical maximum amount of product (1.0 means a 100% yield; for example, 0.34 means a 34% yield). (1) The reactants are [CH3:1][O:2][CH2:3][C:4]1[N:8]([CH3:9])[N:7]=[C:6]([NH:10][C:11]2[C:16](=[O:17])[N:15]([CH3:18])[CH:14]=[C:13]([C:19]3[C:24]([CH:25]=[O:26])=[C:23]([N:27]4[CH2:39][CH2:38][C:37]5[N:36]6[C:31]([CH2:32][CH2:33][CH2:34][CH2:35]6)=[CH:30][C:29]=5[C:28]4=[O:40])[N:22]=[CH:21][CH:20]=3)[CH:12]=2)[CH:5]=1.[BH4-].[Na+]. The catalyst is CO. The product is [OH:26][CH2:25][C:24]1[C:23]([N:27]2[CH2:39][CH2:38][C:37]3[N:36]4[C:31]([CH2:32][CH2:33][CH2:34][CH2:35]4)=[CH:30][C:29]=3[C:28]2=[O:40])=[N:22][CH:21]=[CH:20][C:19]=1[C:13]1[CH:12]=[C:11]([NH:10][C:6]2[CH:5]=[C:4]([CH2:3][O:2][CH3:1])[N:8]([CH3:9])[N:7]=2)[C:16](=[O:17])[N:15]([CH3:18])[CH:14]=1. The yield is 0.410. (2) The product is [O:13]=[S:12]1(=[O:14])[CH2:15][CH2:16][N:1]([C:2]([CH3:9])([CH3:8])[CH2:3][NH:4][C:5](=[O:7])[CH3:6])[CH2:11][CH2:10]1. The catalyst is CC(O)C. The yield is 0.615. The reactants are [NH2:1][C:2]([CH3:9])([CH3:8])[CH2:3][NH:4][C:5](=[O:7])[CH3:6].[CH:10]([S:12]([CH:15]=[CH2:16])(=[O:14])=[O:13])=[CH2:11]. (3) The reactants are FC1C=C2C(C(I)=CN2S(C2C=CC=CC=2)(=O)=O)=CC=1.Cl.[F:22][C:23]1[CH:31]=[C:30]2[C:26]([C:27]([C:41]3[CH:49]=[C:48]4[C:44]([CH:45]=[N:46][N:47]4[CH:50]4[CH2:55][CH2:54][NH:53][CH2:52][CH2:51]4)=[CH:43][CH:42]=3)=[CH:28][N:29]2S(C2C=CC=CC=2)(=O)=O)=[CH:25][CH:24]=1.Cl.FC1C=C2C(C(C3C=CC4C(C=3)=NN(C3CCNCC3)C=4)=CN2S(C2C=CC=CC=2)(=O)=O)=CC=1. No catalyst specified. The product is [F:22][C:23]1[CH:31]=[C:30]2[C:26]([C:27]([C:41]3[CH:49]=[C:48]4[C:44]([CH:45]=[N:46][N:47]4[CH:50]4[CH2:55][CH2:54][NH:53][CH2:52][CH2:51]4)=[CH:43][CH:42]=3)=[CH:28][NH:29]2)=[CH:25][CH:24]=1. The yield is 0.0300.